From a dataset of NCI-60 drug combinations with 297,098 pairs across 59 cell lines. Regression. Given two drug SMILES strings and cell line genomic features, predict the synergy score measuring deviation from expected non-interaction effect. Drug 1: C1C(C(OC1N2C=C(C(=O)NC2=O)F)CO)O. Drug 2: CC1=C2C(C(=O)C3(C(CC4C(C3C(C(C2(C)C)(CC1OC(=O)C(C(C5=CC=CC=C5)NC(=O)C6=CC=CC=C6)O)O)OC(=O)C7=CC=CC=C7)(CO4)OC(=O)C)O)C)OC(=O)C. Cell line: SW-620. Synergy scores: CSS=49.8, Synergy_ZIP=1.17, Synergy_Bliss=1.10, Synergy_Loewe=4.69, Synergy_HSA=5.35.